Task: Regression. Given two drug SMILES strings and cell line genomic features, predict the synergy score measuring deviation from expected non-interaction effect.. Dataset: NCI-60 drug combinations with 297,098 pairs across 59 cell lines (1) Drug 1: CN(CCCl)CCCl.Cl. Drug 2: C1CN(CCN1C(=O)CCBr)C(=O)CCBr. Cell line: PC-3. Synergy scores: CSS=13.3, Synergy_ZIP=-8.28, Synergy_Bliss=-2.14, Synergy_Loewe=-1.38, Synergy_HSA=-0.0647. (2) Drug 1: CCC1(CC2CC(C3=C(CCN(C2)C1)C4=CC=CC=C4N3)(C5=C(C=C6C(=C5)C78CCN9C7C(C=CC9)(C(C(C8N6C)(C(=O)OC)O)OC(=O)C)CC)OC)C(=O)OC)O.OS(=O)(=O)O. Drug 2: CCN(CC)CCCC(C)NC1=C2C=C(C=CC2=NC3=C1C=CC(=C3)Cl)OC. Cell line: OVCAR-4. Synergy scores: CSS=2.53, Synergy_ZIP=-4.42, Synergy_Bliss=-8.67, Synergy_Loewe=-0.573, Synergy_HSA=-5.82.